From a dataset of Full USPTO retrosynthesis dataset with 1.9M reactions from patents (1976-2016). Predict the reactants needed to synthesize the given product. Given the product [O:14]=[C:6]1[N:7]([C:8]2[CH:9]=[CH:10][CH:11]=[CH:12][CH:13]=2)[C:2](=[O:1])[CH2:3][N:4]([C:15]([NH:17][C@H:18]([C@H:31]([C:33]2[C:41]3[C:36](=[CH:37][CH:38]=[CH:39][CH:40]=3)[NH:35][CH:34]=2)[CH3:32])[C:19]([OH:21])=[O:20])=[O:16])[CH2:5]1, predict the reactants needed to synthesize it. The reactants are: [O:1]=[C:2]1[N:7]([C:8]2[CH:13]=[CH:12][CH:11]=[CH:10][CH:9]=2)[C:6](=[O:14])[CH2:5][N:4]([C:15]([NH:17][C@H:18]([C@H:31]([C:33]2[C:41]3[C:36](=[CH:37][CH:38]=[CH:39][CH:40]=3)[NH:35][CH:34]=2)[CH3:32])[C:19]([O:21]CC2C=CC(OC)=CC=2)=[O:20])=[O:16])[CH2:3]1.